Predict the reaction yield, written as a fraction of the theoretical maximum amount of product (1.0 means a 100% yield; for example, 0.34 means a 34% yield). From a dataset of Reaction yield outcomes from USPTO patents with 853,638 reactions. (1) The reactants are Br.[CH:2]1([CH2:8][C@@H:9]2[CH2:14][C@@H:13]([C:15]3[O:19][NH:18][C:17](=[O:20])[CH:16]=3)[CH2:12][CH2:11][N:10]2C(OC)=O)[CH2:7][CH2:6][CH2:5][CH2:4][CH2:3]1. No catalyst specified. The product is [CH:2]1([CH2:8][C@@H:9]2[CH2:14][C@@H:13]([C:15]3[O:19][NH:18][C:17](=[O:20])[CH:16]=3)[CH2:12][CH2:11][NH:10]2)[CH2:3][CH2:4][CH2:5][CH2:6][CH2:7]1. The yield is 0.690. (2) The reactants are O=P(Cl)(Cl)Cl.[CH3:6][O:7][C:8]1[CH:13]=[CH:12][C:11]([O:14][CH3:15])=[CH:10][C:9]=1[OH:16].CN([CH:20]=[O:21])C.[OH-].[Na+].OS([O-])(=O)=O.[Na+]. The catalyst is O.CCOCC. The product is [OH:16][C:9]1[C:8]([O:7][CH3:6])=[CH:13][C:12]([CH:20]=[O:21])=[C:11]([O:14][CH3:15])[CH:10]=1. The yield is 0.100. (3) The reactants are [C:1]([O:5][C:6]([N:8]1[CH2:13][CH2:12][N:11]([C:14]2[CH:19]=[CH:18][C:17]([N+:20]([O-:22])=[O:21])=[C:16]([NH2:23])[CH:15]=2)[CH2:10][CH2:9]1)=[O:7])([CH3:4])([CH3:3])[CH3:2].[O:24]([CH2:31][C:32](Cl)=[O:33])[C:25]1[CH:30]=[CH:29][CH:28]=[CH:27][CH:26]=1.C(N(CC)CC)C. The catalyst is C1COCC1. The product is [C:1]([O:5][C:6]([N:8]1[CH2:9][CH2:10][N:11]([C:14]2[CH:19]=[CH:18][C:17]([N+:20]([O-:22])=[O:21])=[C:16]([NH:23][C:32](=[O:33])[CH2:31][O:24][C:25]3[CH:30]=[CH:29][CH:28]=[CH:27][CH:26]=3)[CH:15]=2)[CH2:12][CH2:13]1)=[O:7])([CH3:4])([CH3:2])[CH3:3]. The yield is 0.810. (4) The reactants are [Cl:1][C:2]1[CH:3]=[CH:4][C:5]2[N:9]=[N:8][NH:7][C:6]=2[CH:10]=1.[OH-].[Na+].[Cl:13][CH2:14][CH2:15][CH2:16]Br. The catalyst is [Br-].C([N+](CCCC)(CCCC)CCCC)CCC. The product is [Cl:13][CH2:14][CH2:15][CH2:16][N:7]1[C:6]2[CH:10]=[C:2]([Cl:1])[CH:3]=[CH:4][C:5]=2[N:9]=[N:8]1. The yield is 0.317. (5) The reactants are [CH2:1]([N:8]1[CH:16]=[C:15]2[C:10]([CH:11]=[C:12]([C:17]3[CH:18]=[C:19]([CH:27]4[CH2:32][CH2:31][NH:30][CH2:29][CH2:28]4)[N:20]4[C:25]=3[C:24]([NH2:26])=[N:23][CH:22]=[N:21]4)[CH:13]=[CH:14]2)=[N:9]1)[C:2]1[CH:7]=[CH:6][CH:5]=[CH:4][CH:3]=1.[CH3:33][N:34]([CH3:39])[CH2:35][C:36](O)=[O:37].CCN=C=NCCCN(C)C.Cl.C1C=CC2N(O)N=NC=2C=1.C(N(CC)C(C)C)(C)C. The catalyst is CN(C=O)C. The product is [CH2:1]([N:8]1[CH:16]=[C:15]2[C:10]([CH:11]=[C:12]([C:17]3[CH:18]=[C:19]([CH:27]4[CH2:32][CH2:31][N:30]([C:36](=[O:37])[CH2:35][N:34]([CH3:39])[CH3:33])[CH2:29][CH2:28]4)[N:20]4[C:25]=3[C:24]([NH2:26])=[N:23][CH:22]=[N:21]4)[CH:13]=[CH:14]2)=[N:9]1)[C:2]1[CH:3]=[CH:4][CH:5]=[CH:6][CH:7]=1. The yield is 0.240. (6) The reactants are Cl[C:2]1[C:7]([CH:8]=[O:9])=[C:6]([N:10]2[CH:22]=[CH:21][N:13]3[C:14]4[CH2:15][CH2:16][CH2:17][CH2:18][C:19]=4[CH:20]=[C:12]3[C:11]2=[O:23])[N:5]=[CH:4][CH:3]=1.[CH3:24][N:25]1[CH:30]=[C:29](B2OC(C)(C)C(C)(C)O2)[CH:28]=[C:27]([NH:40][C:41]2[CH:50]=[C:44]3[CH2:45][N:46]([CH3:49])[CH2:47][CH2:48][N:43]3[N:42]=2)[C:26]1=[O:51].[O-]P([O-])([O-])=O.[K+].[K+].[K+].C([O-])(=O)C.[Na+]. The catalyst is O.C1C=CC(P(C2C=CC=CC=2)[C-]2C=CC=C2)=CC=1.C1C=CC(P(C2C=CC=CC=2)[C-]2C=CC=C2)=CC=1.Cl[Pd]Cl.[Fe+2].C(#N)C. The product is [CH:8]([C:7]1[C:6]([N:10]2[CH:22]=[CH:21][N:13]3[C:14]4[CH2:15][CH2:16][CH2:17][CH2:18][C:19]=4[CH:20]=[C:12]3[C:11]2=[O:23])=[N:5][CH:4]=[CH:3][C:2]=1[C:29]1[CH:28]=[C:27]([NH:40][C:41]2[CH:50]=[C:44]3[CH2:45][N:46]([CH3:49])[CH2:47][CH2:48][N:43]3[N:42]=2)[C:26](=[O:51])[N:25]([CH3:24])[CH:30]=1)=[O:9]. The yield is 0.540. (7) The reactants are [CH3:1][C:2]1[N:6]([CH2:7][C:8]2[C:17]3[C:12](=[CH:13][CH:14]=[CH:15][CH:16]=3)[CH:11]=[CH:10][CH:9]=2)[C:5]2[CH:18]=[C:19]([N:25]3[CH2:30][CH2:29][O:28][CH2:27][CH2:26]3)[CH:20]=[C:21]([C:22]([NH2:24])=[O:23])[C:4]=2[N:3]=1. The catalyst is CN(C(OC)OC)C. The product is [CH3:5][N:6](/[CH:7]=[N:24]/[C:22]([C:21]1[C:4]2[N:3]=[C:2]([CH3:1])[N:6]([CH2:7][C:8]3[C:17]4[C:12](=[CH:13][CH:14]=[CH:15][CH:16]=4)[CH:11]=[CH:10][CH:9]=3)[C:5]=2[CH:18]=[C:19]([N:25]2[CH2:30][CH2:29][O:28][CH2:27][CH2:26]2)[CH:20]=1)=[O:23])[CH3:2]. The yield is 0.760. (8) The reactants are S(Cl)(Cl)=O.C(C1C=CC(C(O)=O)=CC=1)CCCCCCC.C(C1C=CC(C(Cl)=O)=CC=1)CCCCCCC.[Cl:39][C:40]1[CH:41]=[C:42]([CH:44]=[CH:45][C:46]=1[O:47][C:48]1[C:57]2[C:52](=[CH:53][C:54]([O:60][CH3:61])=[C:55]([O:58][CH3:59])[CH:56]=2)[N:51]=[CH:50][CH:49]=1)[NH2:43].[CH2:62]([C:70]1[CH:75]=[CH:74][C:73]([C:76]([N:78]=[C:79]=[S:80])=[O:77])=[CH:72][CH:71]=1)[CH2:63][CH2:64][CH2:65][CH2:66][CH2:67][CH2:68][CH3:69]. The catalyst is C1(C)C=CC=CC=1.C(O)C. The product is [Cl:39][C:40]1[CH:41]=[C:42]([NH:43][C:79]([NH:78][C:76](=[O:77])[C:73]2[CH:74]=[CH:75][C:70]([CH2:62][CH2:63][CH2:64][CH2:65][CH2:66][CH2:67][CH2:68][CH3:69])=[CH:71][CH:72]=2)=[S:80])[CH:44]=[CH:45][C:46]=1[O:47][C:48]1[C:57]2[C:52](=[CH:53][C:54]([O:60][CH3:61])=[C:55]([O:58][CH3:59])[CH:56]=2)[N:51]=[CH:50][CH:49]=1. The yield is 0.580. (9) The reactants are Cl.[F:2][C:3]1([F:13])[CH2:7][NH:6][C@@H:5]([CH2:8][CH2:9][C:10]([OH:12])=[O:11])[CH2:4]1.Br[CH2:15][C:16]1[NH:21][C:20]([C:22]2[S:23][CH:24]=[CH:25][N:26]=2)=[N:19][C@@H:18]([C:27]2[CH:32]=[CH:31][C:30]([F:33])=[CH:29][C:28]=2[Cl:34])[C:17]=1[C:35]([O:37][CH2:38][CH3:39])=[O:36].C(=O)([O-])[O-].[K+].[K+]. The catalyst is C(O)C. The product is [Cl:34][C:28]1[CH:29]=[C:30]([F:33])[CH:31]=[CH:32][C:27]=1[C@@H:18]1[N:19]=[C:20]([C:22]2[S:23][CH:24]=[CH:25][N:26]=2)[NH:21][C:16]([CH2:15][N:6]2[CH2:7][C:3]([F:2])([F:13])[CH2:4][C@@H:5]2[CH2:8][CH2:9][C:10]([OH:12])=[O:11])=[C:17]1[C:35]([O:37][CH2:38][CH3:39])=[O:36]. The yield is 0.560.